Dataset: Reaction yield outcomes from USPTO patents with 853,638 reactions. Task: Predict the reaction yield, written as a fraction of the theoretical maximum amount of product (1.0 means a 100% yield; for example, 0.34 means a 34% yield). (1) The reactants are [NH2:1][C:2]1[C:10]([Cl:11])=[CH:9][C:5]([C:6]([OH:8])=O)=[C:4]([O:12][CH3:13])[CH:3]=1.C(N1C=CN=C1)(N1C=CN=C1)=O.C(N(CC)CC)C.C(O)(=O)C(O)=O.[N:39]1([CH2:44][CH2:45][CH2:46][N:47]2[CH2:52][CH2:51][CH:50]([CH2:53][NH2:54])[CH2:49][CH2:48]2)[CH:43]=[CH:42][N:41]=[N:40]1. The catalyst is C(#N)C.O. The product is [N:39]1([CH2:44][CH2:45][CH2:46][N:47]2[CH2:48][CH2:49][CH:50]([CH2:53][NH:54][C:6](=[O:8])[C:5]3[CH:9]=[C:10]([Cl:11])[C:2]([NH2:1])=[CH:3][C:4]=3[O:12][CH3:13])[CH2:51][CH2:52]2)[CH:43]=[CH:42][N:41]=[N:40]1. The yield is 0.630. (2) The reactants are C([N:8]1[CH2:13][CH2:12][O:11][CH:10]([C:14]([C:27]2[CH:32]=[CH:31][CH:30]=[CH:29][CH:28]=2)([OH:26])[CH2:15][C:16]2[CH:21]=[CH:20][CH:19]=[CH:18][C:17]=2[C:22]([F:25])([F:24])[F:23])[CH2:9]1)C1C=CC=CC=1.C([O-])=O.[NH4+]. The catalyst is C(O)C.[Pd]. The product is [NH:8]1[CH2:13][CH2:12][O:11][C@@H:10]([C@:14]([C:27]2[CH:32]=[CH:31][CH:30]=[CH:29][CH:28]=2)([OH:26])[CH2:15][C:16]2[CH:21]=[CH:20][CH:19]=[CH:18][C:17]=2[C:22]([F:25])([F:23])[F:24])[CH2:9]1. The yield is 0.940. (3) The reactants are [C-:1]#[N:2].[Na+].[NH2:4][C:5]1[CH:12]=[CH:11][C:8]([C:9]#[N:10])=[C:7]([F:13])[CH:6]=1.[C:14]1(=O)[CH2:18][CH2:17][CH2:16][CH2:15]1. The catalyst is C(O)(=O)C. The product is [C:1]([C:14]1([NH:4][C:5]2[CH:12]=[CH:11][C:8]([C:9]#[N:10])=[C:7]([F:13])[CH:6]=2)[CH2:18][CH2:17][CH2:16][CH2:15]1)#[N:2]. The yield is 0.900. (4) The yield is 0.680. No catalyst specified. The product is [C:1]([O:5][C:6](=[O:45])[NH:7][C:8]([C:24]1[CH:33]=[CH:32][C:31]2[C:26](=[CH:27][CH:28]=[C:29]([O:34][C@H:35]3[CH2:36][CH2:37][C@H:38]([C:41]([CH3:44])([CH3:43])[CH3:42])[CH2:39][CH2:40]3)[C:30]=2[C:67]([F:70])([F:69])[F:68])[N:25]=1)([CH3:23])[CH2:9][O:10][P:11]([O:13][C:14]([CH3:15])([CH3:16])[CH3:17])([O:18][C:19]([CH3:22])([CH3:21])[CH3:20])=[O:12])([CH3:2])([CH3:3])[CH3:4]. The reactants are [C:1]([O:5][C:6](=[O:45])[NH:7][C:8]([C:24]1[CH:33]=[CH:32][C:31]2[C:26](=[CH:27][CH:28]=[C:29]([O:34][C@H:35]3[CH2:40][CH2:39][C@H:38]([C:41]([CH3:44])([CH3:43])[CH3:42])[CH2:37][CH2:36]3)[CH:30]=2)[N:25]=1)([CH3:23])[CH2:9][O:10][P:11]([O:18][C:19]([CH3:22])([CH3:21])[CH3:20])([O:13][C:14]([CH3:17])([CH3:16])[CH3:15])=[O:12])([CH3:4])([CH3:3])[CH3:2].C(OC(=O)NC(C1C=CC2C(=CC=C(O[C@H]3CC[C@H](C(C)(C)C)CC3)C=2[C:67]([F:70])([F:69])[F:68])N=1)(C)CO)(C)(C)C. (5) The reactants are [CH2:1]([O:3][CH:4]([O:18][CH2:19][CH3:20])[C@@H:5]([NH:7]C(=O)OCC1C=CC=CC=1)[CH3:6])[CH3:2]. The catalyst is CO.[Pd]. The product is [CH2:1]([O:3][CH:4]([O:18][CH2:19][CH3:20])[C@@H:5]([NH2:7])[CH3:6])[CH3:2]. The yield is 1.00. (6) The reactants are [C:1]([C:4]1[CH:5]=[CH:6][C:7]([O:10][CH2:11][C:12]([O:14][CH3:15])=[O:13])=[N:8][CH:9]=1)(=O)[CH3:2].C([O-])(=O)C.[Na+].[Cl-].[OH:22][NH3+:23]. The catalyst is C(O)C.O. The product is [OH:22][N:23]=[C:1]([C:4]1[CH:5]=[CH:6][C:7]([O:10][CH2:11][C:12]([O:14][CH3:15])=[O:13])=[N:8][CH:9]=1)[CH3:2]. The yield is 0.880. (7) The reactants are [C:1]1([C:7]2[CH:11]=[C:10]([NH2:12])[NH:9][N:8]=2)[CH:6]=[CH:5][CH:4]=[CH:3][CH:2]=1.[Br:13][CH:14]([CH:17]=O)[CH:15]=O. No catalyst specified. The product is [Br:13][C:14]1[CH:15]=[C:11]2[C:7]([C:1]3[CH:2]=[CH:3][CH:4]=[CH:5][CH:6]=3)=[N:8][NH:9][C:10]2=[N:12][CH:17]=1. The yield is 0.130. (8) The reactants are [NH:1]1[C:9]2[C:4](=[CH:5][CH:6]=[CH:7][CH:8]=2)[C:3]([CH2:10][CH2:11][NH:12][CH2:13][C:14]2[CH:19]=[CH:18][C:17]([CH:20]=[CH:21][C:22]([O:24][CH3:25])=[O:23])=[CH:16][CH:15]=2)=[CH:2]1.C(N(C(C)C)CC)(C)C.Br[CH2:36][CH2:37][O:38][Si:39]([C:42]([CH3:45])([CH3:44])[CH3:43])([CH3:41])[CH3:40].O. The catalyst is CS(C)=O. The product is [C:42]([Si:39]([CH3:41])([CH3:40])[O:38][CH2:37][CH2:36][N:12]([CH2:13][C:14]1[CH:15]=[CH:16][C:17]([CH:20]=[CH:21][C:22]([O:24][CH3:25])=[O:23])=[CH:18][CH:19]=1)[CH2:11][CH2:10][C:3]1[C:4]2[C:9](=[CH:8][CH:7]=[CH:6][CH:5]=2)[NH:1][CH:2]=1)([CH3:45])([CH3:44])[CH3:43]. The yield is 0.970. (9) The reactants are [C:1]([C:3]([C:11]1[S:12][C:13]([C:16]#[N:17])=[CH:14][CH:15]=1)([CH:8]([CH3:10])[CH3:9])[CH2:4][CH2:5][CH2:6]O)#[N:2].C(N(CC)CC)C.S(Cl)(C)(=O)=O.[I-].[Na+].C(=O)([O-])[O-].[K+].[K+].[C:38]([C:40]1[CH:41]=[C:42]([CH:52]=[CH:53][CH:54]=1)[O:43][CH2:44][CH2:45][N:46]1[CH2:51][CH2:50][NH:49][CH2:48][CH2:47]1)#[N:39]. The catalyst is C(#N)C.[Cl-].[Na+].O.CN(C)C=O.CCOCC. The product is [C:1]([C:3]([C:11]1[S:12][C:13]([C:16]#[N:17])=[CH:14][CH:15]=1)([CH:8]([CH3:10])[CH3:9])[CH2:4][CH2:5][CH2:6][N:49]1[CH2:48][CH2:47][N:46]([CH2:45][CH2:44][O:43][C:42]2[CH:52]=[CH:53][CH:54]=[C:40]([C:38]#[N:39])[CH:41]=2)[CH2:51][CH2:50]1)#[N:2]. The yield is 0.773. (10) The reactants are C([N:8]1[CH2:13][CH2:12][N:11]([CH:14]2[CH2:20][CH2:19][CH2:18][CH2:17][CH2:16][CH:15]2[CH2:21][C:22]([O:24][CH3:25])=[O:23])[CH2:10][CH2:9]1)C1C=CC=CC=1. The catalyst is CCO.Cl.CO.[Pd]. The product is [CH3:25][O:24][C:22]([CH2:21][CH:15]1[CH2:16][CH2:17][CH2:18][CH2:19][CH2:20][CH:14]1[N:11]1[CH2:10][CH2:9][NH:8][CH2:13][CH2:12]1)=[O:23]. The yield is 0.210.